Dataset: Drug-target binding data from BindingDB using Ki measurements. Task: Regression. Given a target protein amino acid sequence and a drug SMILES string, predict the binding affinity score between them. We predict pKi (pKi = -log10(Ki in M); higher means stronger inhibition). Dataset: bindingdb_ki. The small molecule is CC(Cc1c[nH]c2ccccc12)(NC(=O)OC1[C@H]2C[C@@H]3C[C@@H](C[C@H]1C3)C2)C(=O)N1CCC(C(=O)c2ccccc2)CC1. The target protein (Q63931) has sequence MDVVDSLFVNGSNITSACELGFENETLFCLDRPRPSKEWQPAVQILLYSLIFLLSVLGNTLVITVLIRNKRMRTVTNIFLLSLAVSDLMLCLFCMPFNLIPSLLKDFIFGSAVCKTTTYFMGTSVSVSTFNLVAISLERYGAICKPLQSRVWQTKSHALKVIAATWCLSFTIMTPYPIYSNLVPFTKNNNQTGNMCRFLLPNDVMQQTWHTFLLLILFLIPGIVMMVAYGLISLELYQGIKFDAIQKKSAKERKTSTGSSGPMEDSDGCYLQKSRHPRKLELRQLSPSSSGSNRINRIRSSSSTANLMAKKRVIRMLIVIVVLFFLCWMPIFSANAWRAYDTVSAERHLSGTPISFILLLSYTSSCVNPIIYCFMNKRFRLGFMATFPCCPNPGTPGVRGEMGEEEEGRTTGASLSRYSYSHMSTSAPPP. The pKi is 5.8.